The task is: Predict the product of the given reaction.. This data is from Forward reaction prediction with 1.9M reactions from USPTO patents (1976-2016). (1) Given the reactants Cl.[CH3:2][C:3]([CH3:33])([CH2:31][CH3:32])[CH2:4][C:5]1[N:6]=[C:7]([C:16]([OH:30])([CH3:29])[CH2:17][C:18]2[CH:23]=[CH:22][C:21]([C:24]3[CH:25]=[N:26][NH:27][CH:28]=3)=[CH:20][CH:19]=2)[N:8](S(N(C)C)(=O)=O)[CH:9]=1, predict the reaction product. The product is: [CH3:2][C:3]([CH3:33])([CH2:31][CH3:32])[CH2:4][C:5]1[N:6]=[C:7]([C:16]([OH:30])([CH3:29])[CH2:17][C:18]2[CH:19]=[CH:20][C:21]([C:24]3[CH:28]=[N:27][NH:26][CH:25]=3)=[CH:22][CH:23]=2)[NH:8][CH:9]=1. (2) Given the reactants [CH2:1]([O:8][C:9]1[CH:10]=[C:11]([C:23](OCC)=[O:24])[N:12]=[N:13][C:14]=1[O:15][CH2:16][C:17]1[CH:22]=[CH:21][CH:20]=[CH:19][CH:18]=1)[C:2]1[CH:7]=[CH:6][CH:5]=[CH:4][CH:3]=1.[H-].C([Al+]CC(C)C)C(C)C, predict the reaction product. The product is: [CH2:1]([O:8][C:9]1[CH:10]=[C:11]([CH:23]=[O:24])[N:12]=[N:13][C:14]=1[O:15][CH2:16][C:17]1[CH:22]=[CH:21][CH:20]=[CH:19][CH:18]=1)[C:2]1[CH:7]=[CH:6][CH:5]=[CH:4][CH:3]=1. (3) The product is: [ClH:1].[CH:9]1([NH:8][C:6]2[C:5]([CH3:15])=[C:4]([CH3:16])[N:3]=[C:2]([NH:24][CH2:23][C:18]3[CH:19]=[CH:20][CH:21]=[CH:22][N:17]=3)[N:7]=2)[CH2:14][CH2:13][CH2:12][CH2:11][CH2:10]1. Given the reactants [Cl:1][C:2]1[N:7]=[C:6]([NH:8][CH:9]2[CH2:14][CH2:13][CH2:12][CH2:11][CH2:10]2)[C:5]([CH3:15])=[C:4]([CH3:16])[N:3]=1.[N:17]1[CH:22]=[CH:21][CH:20]=[CH:19][C:18]=1[CH2:23][NH2:24].Cl, predict the reaction product. (4) Given the reactants [Br:1][C:2]1[N:6]2[C:7]3[C:12]([N:13]=[C:14](Cl)[C:5]2=[C:4]([C:18]([F:21])([F:20])[F:19])[N:3]=1)=[CH:11][CH:10]=[C:9]([O:16][CH3:17])[N:8]=3.[NH3:22].CO, predict the reaction product. The product is: [Br:1][C:2]1[N:6]2[C:7]3[C:12]([N:13]=[C:14]([NH2:22])[C:5]2=[C:4]([C:18]([F:21])([F:20])[F:19])[N:3]=1)=[CH:11][CH:10]=[C:9]([O:16][CH3:17])[N:8]=3. (5) The product is: [Cl:12][C:4]1[NH:3][C:2](=[O:13])[C:7]2[CH:8]=[N:9][N:10]([CH3:11])[C:6]=2[CH:5]=1. Given the reactants Cl[C:2]1[C:7]2[CH:8]=[N:9][N:10]([CH3:11])[C:6]=2[CH:5]=[C:4]([Cl:12])[N:3]=1.[OH-:13].[Na+].Cl, predict the reaction product. (6) Given the reactants [O:1]=[C:2]1[NH:6][C:5]2[CH:7]=[CH:8][C:9]([NH:11][C:12](=[O:16])[C:13]([OH:15])=O)=[CH:10][C:4]=2[O:3]1.[CH3:17][O:18][C:19]1[CH:20]=[C:21]([CH:29]=[CH:30][CH:31]=1)[CH2:22][CH:23]1[CH2:28][CH2:27][NH:26][CH2:25][CH2:24]1.C(OC(C)C)(C)C, predict the reaction product. The product is: [CH3:17][O:18][C:19]1[CH:20]=[C:21]([CH:29]=[CH:30][CH:31]=1)[CH2:22][CH:23]1[CH2:28][CH2:27][N:26]([C:13](=[O:15])[C:12]([NH:11][C:9]2[CH:8]=[CH:7][C:5]3[NH:6][C:2](=[O:1])[O:3][C:4]=3[CH:10]=2)=[O:16])[CH2:25][CH2:24]1. (7) Given the reactants [Cl:1][C:2]1[N:3]=[C:4]([C:16]([O:18][CH2:19][CH3:20])=[O:17])[N:5](COCC[Si](C)(C)C)[C:6]=1[Cl:7].Cl.C(OCC)(=O)C, predict the reaction product. The product is: [Cl:7][C:6]1[N:5]=[C:4]([C:16]([O:18][CH2:19][CH3:20])=[O:17])[NH:3][C:2]=1[Cl:1].